From a dataset of Catalyst prediction with 721,799 reactions and 888 catalyst types from USPTO. Predict which catalyst facilitates the given reaction. (1) Reactant: [CH2:1]([O:8][C:9]1[CH:14]=[CH:13][C:12]([C:15]2[N:19]([CH:20]3[CH2:24][CH2:23][CH2:22][CH2:21]3)[C:18]3[CH:25]=[CH:26][C:27]([C:29]#[N:30])=[CH:28][C:17]=3[N:16]=2)=[CH:11][CH:10]=1)[C:2]1[CH:7]=[CH:6][CH:5]=[CH:4][CH:3]=1.Cl.[NH2:32][OH:33].C(=O)([O-])O.[Na+]. Product: [CH2:1]([O:8][C:9]1[CH:10]=[CH:11][C:12]([C:15]2[N:19]([CH:20]3[CH2:24][CH2:23][CH2:22][CH2:21]3)[C:18]3[CH:25]=[CH:26][C:27]([C:29](=[N:32][OH:33])[NH2:30])=[CH:28][C:17]=3[N:16]=2)=[CH:13][CH:14]=1)[C:2]1[CH:7]=[CH:6][CH:5]=[CH:4][CH:3]=1. The catalyst class is: 40. (2) Reactant: [CH:1]#[C:2][CH2:3][CH2:4][CH2:5][CH3:6].I[C:8]#[C:9][Si:10]([CH3:13])([CH3:12])[CH3:11]. Product: [CH2:3]([C:2]#[C:1][C:8]#[C:9][Si:10]([CH3:13])([CH3:12])[CH3:11])[CH2:4][CH2:5][CH3:6]. The catalyst class is: 778. (3) Reactant: [CH2:1]([O:8][C:9]([N:11]1[CH2:16][CH2:15][N:14]([CH:17]2[CH2:20][N:19](C(C3C=CC=CC=3)C3C=CC=CC=3)[CH2:18]2)[CH2:13][CH2:12]1)=[O:10])[C:2]1[CH:7]=[CH:6][CH:5]=[CH:4][CH:3]=1.ClC(OC(Cl)C)=O. Product: [CH2:1]([O:8][C:9]([N:11]1[CH2:12][CH2:13][N:14]([CH:17]2[CH2:18][NH:19][CH2:20]2)[CH2:15][CH2:16]1)=[O:10])[C:2]1[CH:7]=[CH:6][CH:5]=[CH:4][CH:3]=1. The catalyst class is: 2. (4) Reactant: C([O:4][C:5](=[O:29])[C:6]1[CH:11]=[CH:10][CH:9]=[CH:8][C:7]=1[NH:12][C:13]([C:15]1[C:16]([C:21]2[C:26]([Cl:27])=[CH:25][CH:24]=[CH:23][C:22]=2[Cl:28])=[N:17][O:18][C:19]=1[CH3:20])=[O:14])C=C.N1CCOCC1. Product: [Cl:27][C:26]1[CH:25]=[CH:24][CH:23]=[C:22]([Cl:28])[C:21]=1[C:16]1[C:15]([C:13]([NH:12][C:7]2[CH:8]=[CH:9][CH:10]=[CH:11][C:6]=2[C:5]([OH:29])=[O:4])=[O:14])=[C:19]([CH3:20])[O:18][N:17]=1. The catalyst class is: 668. (5) Reactant: [F:1][C:2]1[CH:7]=[C:6]([N+:8]([O-])=O)[CH:5]=[C:4]([F:11])[C:3]=1[N:12]1[CH:17]=[CH:16][C:15]([O:18][CH3:19])=[C:14]([C:20]#[N:21])[C:13]1=[O:22].[Cl-].[NH4+].C(O)C.C(=O)([O-])O.[Na+]. Product: [NH2:8][C:6]1[CH:5]=[C:4]([F:11])[C:3]([N:12]2[CH:17]=[CH:16][C:15]([O:18][CH3:19])=[C:14]([C:20]#[N:21])[C:13]2=[O:22])=[C:2]([F:1])[CH:7]=1. The catalyst class is: 150. (6) Reactant: [F:1][C:2]1[CH:7]=[CH:6][C:5]([C:8](N(C)C)=[CH:9][C:10]2[CH:15]=[CH:14][C:13]([C:16]([F:19])([F:18])[F:17])=[CH:12][CH:11]=2)=[CH:4][CH:3]=1.C(O)(=[O:25])C.Cl. Product: [F:1][C:2]1[CH:7]=[CH:6][C:5]([C:8](=[O:25])[CH2:9][C:10]2[CH:15]=[CH:14][C:13]([C:16]([F:19])([F:18])[F:17])=[CH:12][CH:11]=2)=[CH:4][CH:3]=1. The catalyst class is: 6. (7) Reactant: [CH3:1][O:2][C:3]1[CH:8]=[CH:7][C:6]([NH:9][C:10]2[S:11][C:12]([NH:18][C:19](=[O:30])[C:20]3[CH:25]=[CH:24][C:23]([CH3:26])=[C:22]([N+:27]([O-])=O)[CH:21]=3)=[C:13]([C:15]([NH2:17])=[O:16])[N:14]=2)=[CH:5][CH:4]=1. Product: [NH2:27][C:22]1[CH:21]=[C:20]([CH:25]=[CH:24][C:23]=1[CH3:26])[C:19]([NH:18][C:12]1[S:11][C:10]([NH:9][C:6]2[CH:5]=[CH:4][C:3]([O:2][CH3:1])=[CH:8][CH:7]=2)=[N:14][C:13]=1[C:15]([NH2:17])=[O:16])=[O:30]. The catalyst class is: 358.